This data is from Forward reaction prediction with 1.9M reactions from USPTO patents (1976-2016). The task is: Predict the product of the given reaction. (1) Given the reactants [Cl:1][C:2]1[CH:10]=[C:9]2[C:5]([C:6]([CH:11]=[O:12])=[CH:7][NH:8]2)=[CH:4][C:3]=1[C:13]1[CH:18]=[CH:17][C:16]([CH:19]([CH3:21])[CH3:20])=[CH:15][CH:14]=1.C(#N)C.[Mn]([O-])(=O)(=O)=[O:26].[K+].S(=O)(O)[O-].[Na+], predict the reaction product. The product is: [Cl:1][C:2]1[CH:10]=[C:9]2[C:5]([C:6]([C:11]([OH:26])=[O:12])=[CH:7][NH:8]2)=[CH:4][C:3]=1[C:13]1[CH:18]=[CH:17][C:16]([CH:19]([CH3:21])[CH3:20])=[CH:15][CH:14]=1. (2) Given the reactants [O:1]([C:8]1[CH:12]=[CH:11][S:10][C:9]=1[CH:13]=O)[C:2]1[CH:7]=[CH:6][CH:5]=[CH:4][CH:3]=1.[CH3:15][CH:16]([CH3:32])[C:17]([NH:19][C:20]1[CH:25]=[CH:24][CH:23]=[C:22]([CH:26]2[CH2:31][CH2:30][NH:29][CH2:28][CH2:27]2)[CH:21]=1)=[O:18], predict the reaction product. The product is: [CH3:15][CH:16]([CH3:32])[C:17]([NH:19][C:20]1[CH:25]=[CH:24][CH:23]=[C:22]([CH:26]2[CH2:31][CH2:30][N:29]([CH2:13][C:9]3[S:10][CH:11]=[CH:12][C:8]=3[O:1][C:2]3[CH:3]=[CH:4][CH:5]=[CH:6][CH:7]=3)[CH2:28][CH2:27]2)[CH:21]=1)=[O:18]. (3) Given the reactants [N:1]1([CH2:7][CH2:8][NH:9][C:10]2[C:18]3[O:17][CH:16]=[CH:15][C:14]=3[CH:13]=[C:12]([NH2:19])[CH:11]=2)[CH2:6][CH2:5][O:4][CH2:3][CH2:2]1.C(N(CC)CC)C.[C:27]1([S:33]([Cl:36])(=[O:35])=[O:34])[CH:32]=[CH:31][CH:30]=[CH:29][CH:28]=1, predict the reaction product. The product is: [ClH:36].[N:1]1([CH2:7][CH2:8][NH:9][C:10]2[C:18]3[O:17][CH:16]=[CH:15][C:14]=3[CH:13]=[C:12]([NH:19][S:33]([C:27]3[CH:32]=[CH:31][CH:30]=[CH:29][CH:28]=3)(=[O:35])=[O:34])[CH:11]=2)[CH2:6][CH2:5][O:4][CH2:3][CH2:2]1. (4) Given the reactants [N+:1](/[CH:4]=[CH:5]/[C:6]1[CH:11]=[CH:10][CH:9]=[CH:8][CH:7]=1)([O-:3])=[O:2].[CH3:12][CH:13]([C:18]([O:20][CH3:21])=[O:19])[C:14]([O:16][CH3:17])=[O:15], predict the reaction product. The product is: [CH3:17][O:16][C:14]([C:13]([CH3:12])([CH:5]([C:6]1[CH:11]=[CH:10][CH:9]=[CH:8][CH:7]=1)[CH2:4][N+:1]([O-:3])=[O:2])[C:18]([O:20][CH3:21])=[O:19])=[O:15]. (5) Given the reactants [F:1][C:2]1[CH:7]=[C:6]([F:8])[CH:5]=[CH:4][C:3]=1B(O)O.[NH2:12][C:13]1[N:14]=[C:15]([N:24]2[CH2:29][CH2:28][N:27]([C:30](=[O:40])[CH2:31][O:32][C:33]3[CH:38]=[CH:37][C:36]([Cl:39])=[CH:35][CH:34]=3)[CH2:26][CH2:25]2)[C:16]2[N:22]=[C:21](Cl)[CH:20]=[CH:19][C:17]=2[N:18]=1, predict the reaction product. The product is: [NH2:12][C:13]1[N:14]=[C:15]([N:24]2[CH2:25][CH2:26][N:27]([C:30](=[O:40])[CH2:31][O:32][C:33]3[CH:38]=[CH:37][C:36]([Cl:39])=[CH:35][CH:34]=3)[CH2:28][CH2:29]2)[C:16]2[N:22]=[C:21]([C:3]3[CH:4]=[CH:5][C:6]([F:8])=[CH:7][C:2]=3[F:1])[CH:20]=[CH:19][C:17]=2[N:18]=1. (6) The product is: [Br:1][C:2]1[N:7]=[C:6]([C:8]([N:17]2[CH2:18][CH2:19][N:14]([CH:11]([CH3:13])[CH3:12])[CH2:15][CH2:16]2)=[O:10])[CH:5]=[CH:4][CH:3]=1. Given the reactants [Br:1][C:2]1[N:7]=[C:6]([C:8]([OH:10])=O)[CH:5]=[CH:4][CH:3]=1.[CH:11]([N:14]1[CH2:19][CH2:18][NH:17][CH2:16][CH2:15]1)([CH3:13])[CH3:12].Cl.CN(C)CCCN=C=NCC.ON1C2C=CC=CC=2N=N1.CCN(C(C)C)C(C)C, predict the reaction product.